From a dataset of Reaction yield outcomes from USPTO patents with 853,638 reactions. Predict the reaction yield, written as a fraction of the theoretical maximum amount of product (1.0 means a 100% yield; for example, 0.34 means a 34% yield). (1) The reactants are [C:1]1([CH:7]([NH:9]CC#C)[CH3:8])[CH:6]=[CH:5][CH:4]=[CH:3][CH:2]=1. The catalyst is C1COCC1.CCCCCC.C(OCC)(=O)C. The product is [C:1]1([CH:7]([NH2:9])[CH3:8])[CH:6]=[CH:5][CH:4]=[CH:3][CH:2]=1. The yield is 0.770. (2) The reactants are [CH3:1][O:2][C:3]1[CH:8]=[CH:7][C:6]([C:9]2[O:13][C:12]([C:14]3[CH:19]=[CH:18][CH:17]=[CH:16][CH:15]=3)=[N:11][C:10]=2[C:20]([OH:22])=O)=[CH:5][CH:4]=1.COC1C=CC(C2OC(C3SC=CC=3)=[N:33]C=2C(O)=O)=CC=1.O.OC1C2N=NNC=2C=CC=1.N.O1CCOCC1.N=C=N. The catalyst is C(Cl)Cl.CN(C=O)C. The product is [CH3:1][O:2][C:3]1[CH:8]=[CH:7][C:6]([C:9]2[O:13][C:12]([C:14]3[CH:19]=[CH:18][CH:17]=[CH:16][CH:15]=3)=[N:11][C:10]=2[C:20]([NH2:33])=[O:22])=[CH:5][CH:4]=1. The yield is 0.270. (3) The reactants are [F:1][C:2]([F:13])([F:12])[C:3]1[CH:4]=[C:5]([N:9]=[C:10]=[O:11])[CH:6]=[CH:7][CH:8]=1.[C:14]1([CH:20]([C:37]2[CH:42]=[CH:41][CH:40]=[CH:39][CH:38]=2)[CH2:21][CH2:22][NH:23][CH:24]2[CH2:29][CH2:28][N:27]([C:30]([O:32][C:33]([CH3:36])([CH3:35])[CH3:34])=[O:31])[CH2:26][CH2:25]2)[CH:19]=[CH:18][CH:17]=[CH:16][CH:15]=1. The catalyst is ClCCl. The product is [C:33]([O:32][C:30]([N:27]1[CH2:26][CH2:25][CH:24]([N:23]([CH2:22][CH2:21][CH:20]([C:14]2[CH:15]=[CH:16][CH:17]=[CH:18][CH:19]=2)[C:37]2[CH:42]=[CH:41][CH:40]=[CH:39][CH:38]=2)[C:10]([NH:9][C:5]2[CH:6]=[CH:7][CH:8]=[C:3]([C:2]([F:12])([F:13])[F:1])[CH:4]=2)=[O:11])[CH2:29][CH2:28]1)=[O:31])([CH3:36])([CH3:34])[CH3:35]. The yield is 0.870. (4) The yield is 0.840. The reactants are [Cl:1][C:2]1[C:7]([CH3:8])=[C:6]([F:9])[C:5]([O:10][CH3:11])=[CH:4][C:3]=1[O:12][CH3:13].C1C(=O)N([Br:21])C(=O)C1.CC(N=NC(C#N)(C)C)(C#N)C. The product is [Br:21][CH2:8][C:7]1[C:2]([Cl:1])=[C:3]([O:12][CH3:13])[CH:4]=[C:5]([O:10][CH3:11])[C:6]=1[F:9]. The catalyst is C(Cl)(Cl)(Cl)Cl. (5) The reactants are [N+:1]([C:4]1[CH:9]=[CH:8][C:7]([S:10]([NH:13][C:14]2[S:15][CH:16]=[N:17][N:18]=2)(=[O:12])=[O:11])=[CH:6][CH:5]=1)([O-])=O.O. The catalyst is CCO.Cl.[Fe]. The product is [NH2:1][C:4]1[CH:9]=[CH:8][C:7]([S:10]([NH:13][C:14]2[S:15][CH:16]=[N:17][N:18]=2)(=[O:12])=[O:11])=[CH:6][CH:5]=1. The yield is 0.310.